This data is from Forward reaction prediction with 1.9M reactions from USPTO patents (1976-2016). The task is: Predict the product of the given reaction. (1) Given the reactants [Br:1][C:2]1[C:3]([C@@H:9]([NH:18][C:19](=[O:25])[O:20][C:21]([CH3:24])([CH3:23])[CH3:22])[CH2:10][C:11]2[CH:16]=[CH:15][CH:14]=[C:13]([F:17])[CH:12]=2)=[N:4][C:5](Br)=[CH:6][CH:7]=1.CCN(CC)CC.[CH3:33][C:34]([OH:38])([C:36]#[CH:37])[CH3:35], predict the reaction product. The product is: [Br:1][C:2]1[C:3]([C@@H:9]([NH:18][C:19](=[O:25])[O:20][C:21]([CH3:24])([CH3:23])[CH3:22])[CH2:10][C:11]2[CH:16]=[CH:15][CH:14]=[C:13]([F:17])[CH:12]=2)=[N:4][C:5]([C:37]#[C:36][C:34]([OH:38])([CH3:35])[CH3:33])=[CH:6][CH:7]=1. (2) Given the reactants [CH2:1]([C:3]1[C:8](=[O:9])[NH:7][C:6]([CH3:10])=[C:5]([C:11]2[S:15][C:14]([S:16]([Cl:19])(=[O:18])=[O:17])=[CH:13][CH:12]=2)[CH:4]=1)[CH3:2].[N:20]1([CH2:26][CH2:27][NH2:28])[CH2:25][CH2:24][O:23][CH2:22][CH2:21]1, predict the reaction product. The product is: [ClH:19].[N:20]1([CH2:26][CH2:27][NH:28][S:16]([C:14]2[S:15][C:11]([C:5]3[CH:4]=[C:3]([CH2:1][CH3:2])[C:8](=[O:9])[NH:7][C:6]=3[CH3:10])=[CH:12][CH:13]=2)(=[O:18])=[O:17])[CH2:25][CH2:24][O:23][CH2:22][CH2:21]1. (3) Given the reactants Cl[C:2]1[C:7]([C:8]#[N:9])=[C:6]([Cl:10])[N:5]=[CH:4][C:3]=1[CH2:11][N:12]([C:16]1[C:21]([F:22])=[C:20]([O:23][CH3:24])[CH:19]=[C:18]([O:25][CH3:26])[C:17]=1[F:27])[C:13](Cl)=[O:14].[F:28][C:29]1[CH:34]=[CH:33][CH:32]=[CH:31][C:30]=1[NH2:35].C(N(CC)C(C)C)(C)C.C(=O)([O-])[O-].[K+].[K+], predict the reaction product. The product is: [Cl:10][C:6]1[N:5]=[CH:4][C:3]2[CH2:11][N:12]([C:16]3[C:21]([F:22])=[C:20]([O:23][CH3:24])[CH:19]=[C:18]([O:25][CH3:26])[C:17]=3[F:27])[C:13](=[O:14])[N:35]([C:30]3[CH:31]=[CH:32][CH:33]=[CH:34][C:29]=3[F:28])[C:2]=2[C:7]=1[C:8]#[N:9]. (4) The product is: [CH3:3][CH:4]([CH2:8][C:9]1[CH:14]=[CH:13][CH:12]=[CH:11][CH:10]=1)[C:5](=[O:7])[CH3:1]. Given the reactants [CH3:1][Li].[CH3:3][CH:4]([CH2:8][C:9]1[CH:14]=[CH:13][CH:12]=[CH:11][CH:10]=1)[C:5]([OH:7])=O, predict the reaction product. (5) Given the reactants [CH3:1][O:2][C:3]([C:5]1[C:13]2[N:12]=[C:11]([C:14](=[O:30])[NH:15][C:16]3[CH:21]=[CH:20][C:19]([C:22]([N:24]4[CH2:28][CH2:27][CH2:26][CH2:25]4)=[O:23])=[CH:18][C:17]=3[F:29])[NH:10][C:9]=2[CH:8]=[CH:7][CH:6]=1)=[O:4].Br[CH2:32][C:33]([NH:35][C:36]1[CH:41]=[CH:40][C:39]([Cl:42])=[CH:38][N:37]=1)=[O:34], predict the reaction product. The product is: [CH3:1][O:2][C:3]([C:5]1[C:13]2[N:12]=[C:11]([C:14](=[O:30])[NH:15][C:16]3[CH:21]=[CH:20][C:19]([C:22]([N:24]4[CH2:28][CH2:27][CH2:26][CH2:25]4)=[O:23])=[CH:18][C:17]=3[F:29])[N:10]([CH2:32][C:33](=[O:34])[NH:35][C:36]3[CH:41]=[CH:40][C:39]([Cl:42])=[CH:38][N:37]=3)[C:9]=2[CH:8]=[CH:7][CH:6]=1)=[O:4]. (6) Given the reactants O[Li].O.C[O:5][C:6](=[O:32])[C:7]1[CH:12]=[CH:11][C:10]([O:13][CH2:14][CH2:15][CH2:16][CH:17]2[CH2:22][CH2:21][N:20]([C:23]3[N:28]=[CH:27][C:26]([CH2:29][CH3:30])=[CH:25][N:24]=3)[CH2:19][CH2:18]2)=[CH:9][C:8]=1[CH3:31], predict the reaction product. The product is: [CH2:29]([C:26]1[CH:25]=[N:24][C:23]([N:20]2[CH2:19][CH2:18][CH:17]([CH2:16][CH2:15][CH2:14][O:13][C:10]3[CH:11]=[CH:12][C:7]([C:6]([OH:32])=[O:5])=[C:8]([CH3:31])[CH:9]=3)[CH2:22][CH2:21]2)=[N:28][CH:27]=1)[CH3:30].